This data is from Forward reaction prediction with 1.9M reactions from USPTO patents (1976-2016). The task is: Predict the product of the given reaction. (1) Given the reactants Br[C:2]1[CH:3]=[N:4][C:5]2[N:6]([N:8]=[C:9]([C:11]([CH3:14])([CH3:13])[CH3:12])[CH:10]=2)[CH:7]=1.[C:15]([C:17]1[CH:22]=[CH:21][C:20]([Cl:23])=[CH:19][CH:18]=1)#[CH:16], predict the reaction product. The product is: [C:11]([C:9]1[CH:10]=[C:5]2[N:4]=[CH:3][C:2]([C:16]#[C:15][C:17]3[CH:22]=[CH:21][C:20]([Cl:23])=[CH:19][CH:18]=3)=[CH:7][N:6]2[N:8]=1)([CH3:14])([CH3:13])[CH3:12]. (2) Given the reactants I[C:2]1[CH:3]=[C:4]([N:8]2[CH2:13][CH2:12][O:11][CH2:10][CH2:9]2)[CH:5]=[CH:6][CH:7]=1.Br[C:15]([F:22])([F:21])[C:16]([O:18][CH2:19][CH3:20])=[O:17].[Cl-].[NH4+], predict the reaction product. The product is: [F:21][C:15]([F:22])([C:2]1[CH:7]=[CH:6][CH:5]=[C:4]([N:8]2[CH2:13][CH2:12][O:11][CH2:10][CH2:9]2)[CH:3]=1)[C:16]([O:18][CH2:19][CH3:20])=[O:17]. (3) Given the reactants [CH3:1][O:2][C:3]([CH:5]1[CH2:10][CH2:9][CH2:8][C:7]2([CH2:15][CH2:14][CH2:13][CH2:12][CH2:11]2)[C:6]1=[O:16])=[O:4].[BH4-].[Na+].Cl, predict the reaction product. The product is: [CH3:1][O:2][C:3]([C@@H:5]1[CH2:10][CH2:9][CH2:8][C:7]2([CH2:11][CH2:12][CH2:13][CH2:14][CH2:15]2)[C@H:6]1[OH:16])=[O:4]. (4) Given the reactants [F:1][C:2]([F:26])([F:25])[CH2:3][NH:4][C:5]([C:7]1([CH2:20][CH2:21][CH2:22][CH2:23]Br)[C:19]2[CH:18]=[CH:17][CH:16]=[CH:15][C:14]=2[C:13]2[C:8]1=[CH:9][CH:10]=[CH:11][CH:12]=2)=[O:6].[N:27]1([C:33]2[CH:42]=[CH:41][C:40]3[C:35](=[CH:36][CH:37]=[CH:38][CH:39]=3)[N:34]=2)[CH2:32][CH2:31][NH:30][CH2:29][CH2:28]1, predict the reaction product. The product is: [F:1][C:2]([F:26])([F:25])[CH2:3][NH:4][C:5]([C:7]1([CH2:20][CH2:21][CH2:22][CH2:23][N:30]2[CH2:31][CH2:32][N:27]([C:33]3[CH:42]=[CH:41][C:40]4[C:35](=[CH:36][CH:37]=[CH:38][CH:39]=4)[N:34]=3)[CH2:28][CH2:29]2)[C:19]2[CH:18]=[CH:17][CH:16]=[CH:15][C:14]=2[C:13]2[C:8]1=[CH:9][CH:10]=[CH:11][CH:12]=2)=[O:6]. (5) Given the reactants [C:1]([C:4]1[CH:11]=[CH:10][C:7]([CH:8]=[O:9])=[CH:6][CH:5]=1)(O)=[O:2].O.[NH2:13][C:14]1[NH:18][N:17]=[N:16][N:15]=1.O, predict the reaction product. The product is: [CH:8]([C:7]1[CH:10]=[CH:11][C:4]([C:1]([NH:13][C:14]2[N:15]=[N:16][NH:17][N:18]=2)=[O:2])=[CH:5][CH:6]=1)=[O:9].